This data is from Reaction yield outcomes from USPTO patents with 853,638 reactions. The task is: Predict the reaction yield, written as a fraction of the theoretical maximum amount of product (1.0 means a 100% yield; for example, 0.34 means a 34% yield). The reactants are [O:1]1[C:5]2[CH:6]=[CH:7][CH:8]=[CH:9][C:4]=2[N:3]=[C:2]1[CH:10]([OH:38])[CH:11]([NH:14][C:15](=[O:37])[CH:16]([NH:24][C:25](=[N:32][S:33]([CH3:36])(=[O:35])=[O:34])[C:26]1[CH:31]=[CH:30][CH:29]=[CH:28][CH:27]=1)[CH2:17][CH:18]1[CH2:23][CH2:22][CH2:21][CH2:20][CH2:19]1)[CH2:12][CH3:13].CC(OI1(OC(C)=O)(OC(C)=O)OC(=O)C2C=CC=CC1=2)=O.S([O-])([O-])(=O)=S.[Na+].[Na+].C(=O)(O)[O-].[Na+]. The catalyst is C1COCC1.C(OCC)(=O)C. The product is [O:1]1[C:5]2[CH:6]=[CH:7][CH:8]=[CH:9][C:4]=2[N:3]=[C:2]1[C:10]([CH:11]([NH:14][C:15](=[O:37])[C@@H:16]([NH:24][C:25](=[N:32][S:33]([CH3:36])(=[O:35])=[O:34])[C:26]1[CH:31]=[CH:30][CH:29]=[CH:28][CH:27]=1)[CH2:17][CH:18]1[CH2:19][CH2:20][CH2:21][CH2:22][CH2:23]1)[CH2:12][CH3:13])=[O:38]. The yield is 0.750.